The task is: Predict which catalyst facilitates the given reaction.. This data is from Catalyst prediction with 721,799 reactions and 888 catalyst types from USPTO. (1) Reactant: [Cl:1][C:2]1[CH:3]=[CH:4][C:5]([C:10]2[C:14]([Cl:15])=[N:13][S:12][N:11]=2)=[C:6]([CH2:8][NH2:9])[CH:7]=1.[C:16]([O:20][C:21]([NH:23][C@H:24]([CH:35]1[CH2:40][CH2:39][CH2:38][CH2:37][CH2:36]1)[C:25]([N:27]1[CH2:34][CH2:33][CH2:32][C@H:28]1[C:29](O)=[O:30])=[O:26])=[O:22])([CH3:19])([CH3:18])[CH3:17].C1C=NC2N(O)N=NC=2C=1.C(Cl)CCl. Product: [C:16]([O:20][C:21]([NH:23][C@H:24]([CH:35]1[CH2:36][CH2:37][CH2:38][CH2:39][CH2:40]1)[C:25]([N:27]1[CH2:34][CH2:33][CH2:32][C@H:28]1[C:29]([NH:9][CH2:8][C:6]1[CH:7]=[C:2]([Cl:1])[CH:3]=[CH:4][C:5]=1[C:10]1[C:14]([Cl:15])=[N:13][S:12][N:11]=1)=[O:30])=[O:26])=[O:22])([CH3:19])([CH3:17])[CH3:18]. The catalyst class is: 3. (2) Reactant: [C:1]1([CH2:7]/[CH:8]=[CH:9]/[CH2:10][CH2:11][OH:12])[CH:6]=[CH:5][CH:4]=[CH:3][CH:2]=1.N1C=CC=CC=1.[C:19](Cl)(=[O:24])[C:20]([CH3:23])([CH3:22])[CH3:21]. Product: [C:19]([O:12][CH2:11][CH2:10]/[CH:9]=[CH:8]/[CH2:7][C:1]1[CH:6]=[CH:5][CH:4]=[CH:3][CH:2]=1)(=[O:24])[C:20]([CH3:23])([CH3:22])[CH3:21]. The catalyst class is: 2. (3) Reactant: Cl.[N:2]1[CH:7]=[CH:6][C:5]([CH:8]2[CH2:13][CH2:12][N:11](C(OC(C)(C)C)=O)[CH2:10][CH2:9]2)=[CH:4][CH:3]=1. Product: [NH:11]1[CH2:12][CH2:13][CH:8]([C:5]2[CH:4]=[CH:3][N:2]=[CH:7][CH:6]=2)[CH2:9][CH2:10]1. The catalyst class is: 12. (4) Reactant: Cl.[CH3:2][C:3]1([CH3:19])[C:11]2[C:6](=[N:7][CH:8]=[CH:9][N:10]=2)[N:5]([CH:12]2[CH2:17][CH2:16][NH:15][CH2:14][CH2:13]2)[C:4]1=[O:18].Cl.Cl.CC1(C)C2C(=NC=CC=2)N(C2CCNCC2)C1=O.Cl[C:41]1[N:50]=[CH:49][C:48]2[C:43](=[CH:44][C:45]([Cl:51])=[CH:46][CH:47]=2)[N:42]=1.C(=O)([O-])[O-].[K+].[K+]. Product: [Cl:51][C:45]1[CH:44]=[C:43]2[C:48]([CH:49]=[N:50][C:41]([N:15]3[CH2:16][CH2:17][CH:12]([N:5]4[C:6]5=[N:7][CH:8]=[CH:9][N:10]=[C:11]5[C:3]([CH3:19])([CH3:2])[C:4]4=[O:18])[CH2:13][CH2:14]3)=[N:42]2)=[CH:47][CH:46]=1. The catalyst class is: 58. (5) Product: [NH2:15][C:16]1[S:20][C:19]([C:21]2[C:26]([F:27])=[CH:25][CH:24]=[CH:23][C:22]=2[F:28])=[N:18][C:17]=1[C:29]([NH:31][C:32]1[C:33]([N:43]2[CH2:48][CH2:47][CH2:46][C@H:45]([NH2:49])[CH2:44]2)=[C:34]2[CH2:40][CH2:39][CH:38]([C:41]#[N:42])[C:35]2=[N:36][CH:37]=1)=[O:30]. Reactant: C(O)(C(F)(F)F)=O.C(OC([NH:15][C:16]1[S:20][C:19]([C:21]2[C:26]([F:27])=[CH:25][CH:24]=[CH:23][C:22]=2[F:28])=[N:18][C:17]=1[C:29]([NH:31][C:32]1[C:33]([N:43]2[CH2:48][CH2:47][CH2:46][C@H:45]([NH:49]C(=O)OC(C)(C)C)[CH2:44]2)=[C:34]2[CH2:40][CH2:39][CH:38]([C:41]#[N:42])[C:35]2=[N:36][CH:37]=1)=[O:30])=O)(C)(C)C. The catalyst class is: 2. (6) Reactant: [NH2:1][C:2]1[CH:9]=[CH:8][C:5]([C:6]#[N:7])=[C:4]([C:10]([F:13])([F:12])[F:11])[CH:3]=1.N1C=CC=CC=1.Cl[C:21](OC1C=CC=CC=1)=[O:22].[Cl:30][C:31]1[CH:37]=[C:36]([O:38][C:39]2[C:40]3[N:47]([CH3:48])[CH:46]=[CH:45][C:41]=3[N:42]=[CH:43][N:44]=2)[CH:35]=[CH:34][C:32]=1[NH2:33]. Product: [Cl:30][C:31]1[CH:37]=[C:36]([O:38][C:39]2[C:40]3[N:47]([CH3:48])[CH:46]=[CH:45][C:41]=3[N:42]=[CH:43][N:44]=2)[CH:35]=[CH:34][C:32]=1[NH:33][C:21]([NH:1][C:2]1[CH:9]=[CH:8][C:5]([C:6]#[N:7])=[C:4]([C:10]([F:11])([F:12])[F:13])[CH:3]=1)=[O:22]. The catalyst class is: 60. (7) Reactant: [CH3:1][N:2]1[C:10]2[C:5](=[C:6]([CH3:14])[C:7]([N+:11]([O-])=O)=[CH:8][CH:9]=2)[C:4]([C:15]2[CH2:20][CH2:19][N:18]([C:21]([O:23][C:24]([CH3:27])([CH3:26])[CH3:25])=[O:22])[CH2:17][CH:16]=2)=[CH:3]1.C([O-])=O.[NH4+]. Product: [NH2:11][C:7]1[C:6]([CH3:14])=[C:5]2[C:10](=[CH:9][CH:8]=1)[N:2]([CH3:1])[CH:3]=[C:4]2[C:15]1[CH2:20][CH2:19][N:18]([C:21]([O:23][C:24]([CH3:26])([CH3:25])[CH3:27])=[O:22])[CH2:17][CH:16]=1. The catalyst class is: 50. (8) Reactant: [CH2:1]([NH:3][CH2:4][C:5]1[CH:10]=[CH:9][C:8]([C:11]([F:14])([F:13])[F:12])=[CH:7][CH:6]=1)[CH3:2].[CH2:15]([O:17][C@H:18]([C:31]([O:33][CH2:34][CH3:35])=[O:32])[CH2:19][C:20]1[CH:30]=[CH:29][C:23]([O:24][CH2:25][C:26]([OH:28])=O)=[CH:22][CH:21]=1)[CH3:16].C(N(CC)C(C)C)(C)C.F[B-](F)(F)F.N1(OC(N(C)C)=[N+](C)C)C2C=CC=CC=2N=N1. Product: [CH2:15]([O:17][C@@H:18]([CH2:19][C:20]1[CH:21]=[CH:22][C:23]([O:24][CH2:25][C:26]([N:3]([CH2:1][CH3:2])[CH2:4][C:5]2[CH:6]=[CH:7][C:8]([C:11]([F:12])([F:13])[F:14])=[CH:9][CH:10]=2)=[O:28])=[CH:29][CH:30]=1)[C:31]([O:33][CH2:34][CH3:35])=[O:32])[CH3:16]. The catalyst class is: 2. (9) Reactant: [Cl:1][CH2:2][CH2:3][N:4]=[C:5]=[O:6].[C:7]([C:11]1[CH:16]=[C:15]([NH2:17])[CH:14]=[C:13]([C:18]([CH3:21])([CH3:20])[CH3:19])[C:12]=1[OH:22])([CH3:10])([CH3:9])[CH3:8]. Product: [CH3:21][C:18]([C:13]1[CH:14]=[C:15]([NH:17][C:5]([NH:4][CH2:3][CH2:2][Cl:1])=[O:6])[CH:16]=[C:11]([C:7]([CH3:10])([CH3:9])[CH3:8])[C:12]=1[OH:22])([CH3:19])[CH3:20]. The catalyst class is: 248. (10) Reactant: [CH:1]([C:4]1[NH:5][CH:6]=[C:7]([C:9]([O:11][CH3:12])=[O:10])[N:8]=1)([CH3:3])[CH3:2].C([O-])([O-])=O.[K+].[K+].[CH3:19][Si:20]([CH2:23][CH2:24][O:25][CH2:26]Cl)([CH3:22])[CH3:21]. Product: [CH:1]([C:4]1[N:5]([CH2:26][O:25][CH2:24][CH2:23][Si:20]([CH3:22])([CH3:21])[CH3:19])[CH:6]=[C:7]([C:9]([O:11][CH3:12])=[O:10])[N:8]=1)([CH3:3])[CH3:2]. The catalyst class is: 18.